The task is: Predict which catalyst facilitates the given reaction.. This data is from Catalyst prediction with 721,799 reactions and 888 catalyst types from USPTO. (1) Reactant: C(=O)([O-])[O-].[K+].[K+].[F:7][C:8]1[CH:13]=[CH:12][C:11]([S:14]([NH:17][C:18]2[C:27]([C:28]([O:30][CH3:31])=[O:29])=[C:26]3[C:21]([C@H:22]4[CH2:32][C@H:23]4[CH2:24][O:25]3)=[CH:20][CH:19]=2)(=[O:16])=[O:15])=[C:10]([CH2:33][NH:34]C(=O)C(F)(F)F)[CH:9]=1. Product: [NH2:34][CH2:33][C:10]1[CH:9]=[C:8]([F:7])[CH:13]=[CH:12][C:11]=1[S:14]([NH:17][C:18]1[C:27]([C:28]([O:30][CH3:31])=[O:29])=[C:26]2[C:21]([C@H:22]3[CH2:32][C@H:23]3[CH2:24][O:25]2)=[CH:20][CH:19]=1)(=[O:15])=[O:16]. The catalyst class is: 72. (2) Reactant: C[O:2][C:3]([C@@H:5]1[CH2:9][C@@H:8]([O:10][C:11]2[C:15]3[CH:16]=[CH:17][C:18]([Cl:20])=[CH:19][C:14]=3[O:13][N:12]=2)[CH2:7][N:6]1[C:21]([O:23][C:24]([CH3:27])([CH3:26])[CH3:25])=[O:22])=[O:4].[Li+].[OH-].Cl. Product: [C:24]([O:23][C:21]([N:6]1[CH2:7][C@H:8]([O:10][C:11]2[C:15]3[CH:16]=[CH:17][C:18]([Cl:20])=[CH:19][C:14]=3[O:13][N:12]=2)[CH2:9][C@H:5]1[C:3]([OH:4])=[O:2])=[O:22])([CH3:27])([CH3:25])[CH3:26]. The catalyst class is: 24. (3) Reactant: C([O:3][C:4]([C:6]1([C:17]([O:19]CC)=[O:18])[O:10][C:9]2[CH:11]=[C:12]([Cl:16])[CH:13]=[C:14]([Br:15])[C:8]=2[O:7]1)=[O:5])C.Cl. Product: [Br:15][C:14]1[C:8]2[O:7][C:6]([C:17]([OH:19])=[O:18])([C:4]([OH:5])=[O:3])[O:10][C:9]=2[CH:11]=[C:12]([Cl:16])[CH:13]=1. The catalyst class is: 464. (4) The catalyst class is: 591. Reactant: C([NH:8][CH:9]1[CH2:16][CH2:15][CH2:14][CH:13]([NH:17]CC2C=CC=CC=2)[CH2:12][CH2:11][CH2:10]1)C1C=CC=CC=1.C(O)(=O)C. Product: [CH:13]1([NH2:17])[CH2:14][CH2:15][CH2:16][CH:9]([NH2:8])[CH2:10][CH2:11][CH2:12]1. (5) Reactant: [CH3:1][N:2]1[C:8]2[CH:9]=[C:10]([N+:13]([O-])=O)[CH:11]=[CH:12][C:7]=2[O:6][CH2:5][CH2:4][CH2:3]1. Product: [CH3:1][N:2]1[C:8]2[CH:9]=[C:10]([NH2:13])[CH:11]=[CH:12][C:7]=2[O:6][CH2:5][CH2:4][CH2:3]1. The catalyst class is: 63. (6) Reactant: [CH3:1][O:2][C:3]1[CH:4]=[C:5]2[C:10](=[CH:11][C:12]=1[O:13][CH3:14])[N:9]=[CH:8][N:7]=[C:6]2[N:15]1[CH2:24][CH2:23][C:22]2[C:17](=[CH:18][CH:19]=[C:20]([C:25]([OH:27])=O)[CH:21]=2)[CH2:16]1.[CH:28]1([NH2:31])[CH2:30][CH2:29]1.CC(N=C=NC(C)C)C.ON1C2C=CC=CC=2N=N1. Product: [CH:28]1([NH:31][C:25]([C:20]2[CH:21]=[C:22]3[C:17](=[CH:18][CH:19]=2)[CH2:16][N:15]([C:6]2[C:5]4[C:10](=[CH:11][C:12]([O:13][CH3:14])=[C:3]([O:2][CH3:1])[CH:4]=4)[N:9]=[CH:8][N:7]=2)[CH2:24][CH2:23]3)=[O:27])[CH2:30][CH2:29]1. The catalyst class is: 9. (7) Reactant: [CH3:1][O:2][C:3]1[CH:4]=[C:5]([C:11]2[NH:15][N:14]=[C:13]([CH3:16])[C:12]=2[N+:17]([O-])=O)[CH:6]=[CH:7][C:8]=1[O:9][CH3:10]. Product: [CH3:1][O:2][C:3]1[CH:4]=[C:5]([C:11]2[NH:15][N:14]=[C:13]([CH3:16])[C:12]=2[NH2:17])[CH:6]=[CH:7][C:8]=1[O:9][CH3:10]. The catalyst class is: 29.